Dataset: Reaction yield outcomes from USPTO patents with 853,638 reactions. Task: Predict the reaction yield, written as a fraction of the theoretical maximum amount of product (1.0 means a 100% yield; for example, 0.34 means a 34% yield). (1) The reactants are I[C:2]1[CH:3]=[CH:4][C:5]2[N:6]([N:8]=[CH:9][N:10]=2)[CH:7]=1.[C:11]([O-:14])(=[O:13])C.[Na+].ClCCl.[CH2:19](O)[CH3:20].[C]=O. The catalyst is C1C=CC(P(C2C=CC=CC=2)[C-]2C=CC=C2)=CC=1.C1C=CC(P(C2C=CC=CC=2)[C-]2C=CC=C2)=CC=1.Cl[Pd]Cl.[Fe+2]. The product is [CH2:19]([O:14][C:11]([C:2]1[CH:3]=[CH:4][C:5]2[N:6]([N:8]=[CH:9][N:10]=2)[CH:7]=1)=[O:13])[CH3:20]. The yield is 0.550. (2) The reactants are [Cl:1][C:2]1[C:7]([O:8][CH3:9])=[CH:6][C:5]([O:10][CH3:11])=[C:4]([Cl:12])[C:3]=1[C:13]1[C:24](=[O:25])[N:23]([CH2:26][CH2:27][N:28]2[CH2:33][CH2:32][CH2:31][C@@H:30]([NH:34]C(=O)OC(C)(C)C)[CH2:29]2)[C:16]2[N:17]=[C:18]([NH:21][CH3:22])[N:19]=[CH:20][C:15]=2[CH:14]=1.C(O)(C(F)(F)F)=O.C([O-])(O)=O.[Na+]. The catalyst is C(Cl)Cl. The product is [NH2:34][C@@H:30]1[CH2:31][CH2:32][CH2:33][N:28]([CH2:27][CH2:26][N:23]2[C:16]3[N:17]=[C:18]([NH:21][CH3:22])[N:19]=[CH:20][C:15]=3[CH:14]=[C:13]([C:3]3[C:4]([Cl:12])=[C:5]([O:10][CH3:11])[CH:6]=[C:7]([O:8][CH3:9])[C:2]=3[Cl:1])[C:24]2=[O:25])[CH2:29]1. The yield is 0.990. (3) The reactants are [C:1]1([C:7]2([C:10]([OH:12])=[O:11])[CH2:9][CH2:8]2)[CH:6]=[CH:5][CH:4]=[CH:3][CH:2]=1.[CH3:13]C1C=CC(S(O)(=O)=O)=CC=1.CCOC(C)=O. The catalyst is CO. The product is [C:1]1([C:7]2([C:10]([O:12][CH3:13])=[O:11])[CH2:9][CH2:8]2)[CH:6]=[CH:5][CH:4]=[CH:3][CH:2]=1. The yield is 0.960. (4) The reactants are [O:1]1[C:5]2([CH2:10][CH2:9][CH:8]([OH:11])[CH2:7][CH2:6]2)[O:4][CH2:3][CH2:2]1.I[CH:13]([CH3:15])[CH3:14]. No catalyst specified. The product is [CH:13]([O:11][CH:8]1[CH2:9][CH2:10][C:5]2([O:4][CH2:3][CH2:2][O:1]2)[CH2:6][CH2:7]1)([CH3:15])[CH3:14]. The yield is 0.810. (5) The reactants are [Cl:1][C:2]1[CH:7]=[CH:6][C:5]([O:8][C:9]2[CH:14]=[CH:13][C:12]([CH2:15][CH2:16][O:17][C:18]3[NH:19][CH:20]=[C:21]([CH2:25][C:26]4[CH:27]=[N:28][CH:29]=[N:30][CH:31]=4)[C:22](=[O:24])[N:23]=3)=[CH:11][CH:10]=2)=[CH:4][C:3]=1[C:32]([F:35])([F:34])[F:33].[CH3:36]CN(C(C)C)C(C)C.CI. The catalyst is ClCCl. The product is [Cl:1][C:2]1[CH:7]=[CH:6][C:5]([O:8][C:9]2[CH:14]=[CH:13][C:12]([CH2:15][CH2:16][O:17][C:18]3[N:19]([CH3:36])[CH:20]=[C:21]([CH2:25][C:26]4[CH:31]=[N:30][CH:29]=[N:28][CH:27]=4)[C:22](=[O:24])[N:23]=3)=[CH:11][CH:10]=2)=[CH:4][C:3]=1[C:32]([F:35])([F:33])[F:34]. The yield is 0.432. (6) The reactants are [Br:1][C:2]1[CH:3]=[CH:4][CH:5]=[C:6]2[C:11]=1[N:10]=[C:9](Cl)[N:8]([CH:13]1[CH2:15][CH2:14]1)[C:7]2=[O:16].[C:17]([NH2:21])([CH3:20])([CH3:19])[CH3:18]. No catalyst specified. The product is [Br:1][C:2]1[CH:3]=[CH:4][CH:5]=[C:6]2[C:11]=1[N:10]=[C:9]([NH:21][C:17]([CH3:20])([CH3:19])[CH3:18])[N:8]([CH:13]1[CH2:15][CH2:14]1)[C:7]2=[O:16]. The yield is 0.940.